Task: Regression. Given two drug SMILES strings and cell line genomic features, predict the synergy score measuring deviation from expected non-interaction effect.. Dataset: NCI-60 drug combinations with 297,098 pairs across 59 cell lines (1) Drug 1: CCCS(=O)(=O)NC1=C(C(=C(C=C1)F)C(=O)C2=CNC3=C2C=C(C=N3)C4=CC=C(C=C4)Cl)F. Drug 2: C(=O)(N)NO. Cell line: COLO 205. Synergy scores: CSS=37.2, Synergy_ZIP=-0.867, Synergy_Bliss=3.63, Synergy_Loewe=-2.76, Synergy_HSA=3.79. (2) Drug 1: CCCCCOC(=O)NC1=NC(=O)N(C=C1F)C2C(C(C(O2)C)O)O. Drug 2: CC(C)CN1C=NC2=C1C3=CC=CC=C3N=C2N. Cell line: RPMI-8226. Synergy scores: CSS=1.84, Synergy_ZIP=9.01, Synergy_Bliss=16.8, Synergy_Loewe=3.47, Synergy_HSA=7.10. (3) Drug 1: CC12CCC3C(C1CCC2O)C(CC4=C3C=CC(=C4)O)CCCCCCCCCS(=O)CCCC(C(F)(F)F)(F)F. Drug 2: C1CNP(=O)(OC1)N(CCCl)CCCl. Cell line: U251. Synergy scores: CSS=-2.10, Synergy_ZIP=-1.42, Synergy_Bliss=-5.17, Synergy_Loewe=-6.65, Synergy_HSA=-6.39. (4) Drug 1: CC1=C(C(CCC1)(C)C)C=CC(=CC=CC(=CC(=O)O)C)C. Drug 2: C1=CC=C(C=C1)NC(=O)CCCCCCC(=O)NO. Cell line: MOLT-4. Synergy scores: CSS=54.2, Synergy_ZIP=7.98, Synergy_Bliss=3.43, Synergy_Loewe=-33.2, Synergy_HSA=1.15. (5) Drug 1: CN(C)N=NC1=C(NC=N1)C(=O)N. Drug 2: CC(C)CN1C=NC2=C1C3=CC=CC=C3N=C2N. Cell line: CAKI-1. Synergy scores: CSS=7.91, Synergy_ZIP=-3.10, Synergy_Bliss=-1.36, Synergy_Loewe=-0.905, Synergy_HSA=-0.797. (6) Drug 1: C1CN1P(=S)(N2CC2)N3CC3. Drug 2: CC1=C2C(C(=O)C3(C(CC4C(C3C(C(C2(C)C)(CC1OC(=O)C(C(C5=CC=CC=C5)NC(=O)C6=CC=CC=C6)O)O)OC(=O)C7=CC=CC=C7)(CO4)OC(=O)C)O)C)OC(=O)C. Cell line: SN12C. Synergy scores: CSS=40.5, Synergy_ZIP=-3.30, Synergy_Bliss=0.130, Synergy_Loewe=-16.0, Synergy_HSA=0.967. (7) Drug 1: C1=CC(=CC=C1C#N)C(C2=CC=C(C=C2)C#N)N3C=NC=N3. Drug 2: C(CCl)NC(=O)N(CCCl)N=O. Cell line: CCRF-CEM. Synergy scores: CSS=-12.4, Synergy_ZIP=8.38, Synergy_Bliss=6.63, Synergy_Loewe=-14.3, Synergy_HSA=-13.6. (8) Drug 1: C1C(C(OC1N2C=NC3=C(N=C(N=C32)Cl)N)CO)O. Drug 2: CNC(=O)C1=NC=CC(=C1)OC2=CC=C(C=C2)NC(=O)NC3=CC(=C(C=C3)Cl)C(F)(F)F. Cell line: NCI-H322M. Synergy scores: CSS=-5.08, Synergy_ZIP=1.62, Synergy_Bliss=-4.39, Synergy_Loewe=-3.14, Synergy_HSA=-7.80.